Dataset: Reaction yield outcomes from USPTO patents with 853,638 reactions. Task: Predict the reaction yield, written as a fraction of the theoretical maximum amount of product (1.0 means a 100% yield; for example, 0.34 means a 34% yield). (1) The catalyst is C1COCC1. The yield is 0.920. The reactants are [CH3:1][Mg]Cl.[Br:4][C:5]1[C:6]([CH:12]=[O:13])=[N:7][CH:8]=[CH:9][C:10]=1[CH3:11]. The product is [Br:4][C:5]1[C:6]([CH:12]([OH:13])[CH3:1])=[N:7][CH:8]=[CH:9][C:10]=1[CH3:11]. (2) The reactants are [F:1][C:2]([F:13])([F:12])[C:3]1[CH:4]=[C:5]([CH:9]=[CH:10][CH:11]=1)[C:6](Cl)=[O:7].[NH2:14][C:15]1[C:23]([N+:24]([O-:26])=[O:25])=[CH:22][CH:21]=[CH:20][C:16]=1[C:17](O)=[O:18].O. The catalyst is N1C=CC=CC=1. The product is [N+:24]([C:23]1[C:15]2[N:14]=[C:6]([C:5]3[CH:9]=[CH:10][CH:11]=[C:3]([C:2]([F:13])([F:12])[F:1])[CH:4]=3)[O:7][C:17](=[O:18])[C:16]=2[CH:20]=[CH:21][CH:22]=1)([O-:26])=[O:25]. The yield is 0.510. (3) The reactants are C(=O)([O-])[O-].[K+].[K+].[OH:7][C:8]1[C:13]([CH3:14])=[C:12]([OH:15])[CH:11]=[CH:10][C:9]=1[C:16]([C:18]1[CH:23]=[CH:22][CH:21]=[CH:20][CH:19]=1)=[O:17].Br[CH2:25][CH2:26][CH2:27][CH2:28][O:29][C:30]1[CH:37]=[CH:36][C:33]([C:34]#[N:35])=[CH:32][CH:31]=1. The catalyst is CC(C)=O. The product is [C:16]([C:9]1[CH:10]=[CH:11][C:12]([O:15][CH2:25][CH2:26][CH2:27][CH2:28][O:29][C:30]2[CH:31]=[CH:32][C:33]([C:34]#[N:35])=[CH:36][CH:37]=2)=[C:13]([CH3:14])[C:8]=1[OH:7])(=[O:17])[C:18]1[CH:19]=[CH:20][CH:21]=[CH:22][CH:23]=1. The yield is 0.360. (4) The reactants are [F:1][C:2]1[CH:8]=[CH:7][C:5]([NH2:6])=[CH:4][CH:3]=1.N1C=CC=CC=1.Cl[S:16]([C:19]1[CH:28]=[CH:27][C:22]([C:23]([O:25][CH3:26])=[O:24])=[CH:21][CH:20]=1)(=[O:18])=[O:17]. The catalyst is C(Cl)Cl. The product is [CH3:26][O:25][C:23](=[O:24])[C:22]1[CH:21]=[CH:20][C:19]([S:16](=[O:17])(=[O:18])[NH:6][C:5]2[CH:7]=[CH:8][C:2]([F:1])=[CH:3][CH:4]=2)=[CH:28][CH:27]=1. The yield is 0.770. (5) The reactants are [Br:1][C:2]1[C:3]([OH:13])=[C:4]([CH2:8][C:9]([O:11][CH3:12])=[O:10])[CH:5]=[CH:6][CH:7]=1.[CH2:14](Br)[C:15]1[CH:20]=[CH:19][CH:18]=[CH:17][CH:16]=1.C(=O)([O-])[O-].[K+].[K+]. The catalyst is CC(C)=O. The product is [CH2:14]([O:13][C:3]1[C:2]([Br:1])=[CH:7][CH:6]=[CH:5][C:4]=1[CH2:8][C:9]([O:11][CH3:12])=[O:10])[C:15]1[CH:20]=[CH:19][CH:18]=[CH:17][CH:16]=1. The yield is 0.700. (6) The reactants are ClC(OCC(C)C)=O.[Cl:9][C:10]1[CH:11]=[C:12]([NH:18][C@@H:19]([CH2:23][C:24]([O:26][C:27]([CH3:30])([CH3:29])[CH3:28])=[O:25])[C:20](O)=[O:21])[CH:13]=[CH:14][C:15]=1[C:16]#[N:17].CN1CCOCC1.[BH4-].[Na+]. The catalyst is C1COCC1.O. The product is [Cl:9][C:10]1[CH:11]=[C:12]([NH:18][C@H:19]([CH2:20][OH:21])[CH2:23][C:24]([O:26][C:27]([CH3:28])([CH3:30])[CH3:29])=[O:25])[CH:13]=[CH:14][C:15]=1[C:16]#[N:17]. The yield is 0.640. (7) The reactants are [CH2:1]1[C:5]2([CH2:10][CH2:9][NH:8][CH2:7][CH2:6]2)[CH2:4][CH2:3][N:2]1[C:11]([O:13][C:14]([CH3:17])([CH3:16])[CH3:15])=[O:12].[Cl:18][C:19]1[N:20]=[C:21](Cl)[C:22]2[O:27][CH:26]=[CH:25][C:23]=2[N:24]=1.O.CCOC(C)=O. The catalyst is O1CCOCC1. The product is [Cl:18][C:19]1[N:20]=[C:21]([N:8]2[CH2:7][CH2:6][C:5]3([CH2:1][N:2]([C:11]([O:13][C:14]([CH3:17])([CH3:16])[CH3:15])=[O:12])[CH2:3][CH2:4]3)[CH2:10][CH2:9]2)[C:22]2[O:27][CH:26]=[CH:25][C:23]=2[N:24]=1. The yield is 0.550. (8) The reactants are [CH2:1]([C:5]1[N:6]=[C:7]([CH2:27][O:28][CH3:29])[NH:8][C:9](=[O:26])[C:10]=1[CH2:11][C:12]1[CH:17]=[CH:16][C:15]([C:18]2[C:19]([C:24]#[N:25])=[CH:20][CH:21]=[CH:22][CH:23]=2)=[CH:14][CH:13]=1)[CH2:2][CH2:3][CH3:4].C(=O)([O-])[O-].[Cs+].[Cs+].I[CH2:37][C:38]([CH3:41])([CH3:40])[CH3:39].CN(C)C(=O)C. The catalyst is C(OCC)(=O)C. The product is [CH2:1]([C:5]1[N:6]=[C:7]([CH2:27][O:28][CH3:29])[N:8]([CH2:37][C:38]([CH3:41])([CH3:40])[CH3:39])[C:9](=[O:26])[C:10]=1[CH2:11][C:12]1[CH:17]=[CH:16][C:15]([C:18]2[C:19]([C:24]#[N:25])=[CH:20][CH:21]=[CH:22][CH:23]=2)=[CH:14][CH:13]=1)[CH2:2][CH2:3][CH3:4]. The yield is 0.300. (9) The reactants are [CH3:1][C:2]1[CH:3]=[C:4]2[C:9](=[CH:10][CH:11]=1)[CH:8]=[N:7][CH:6]=[CH:5]2.[N+:12]([O-])([O-:14])=[O:13].[K+].[OH-].[Na+]. The catalyst is S(=O)(=O)(O)O. The product is [CH3:1][C:2]1[C:3]([N+:12]([O-:14])=[O:13])=[C:4]2[C:9](=[CH:10][CH:11]=1)[CH:8]=[N:7][CH:6]=[CH:5]2. The yield is 0.710.